This data is from Full USPTO retrosynthesis dataset with 1.9M reactions from patents (1976-2016). The task is: Predict the reactants needed to synthesize the given product. The reactants are: [Br:1][C:2]1[CH:3]=[C:4]2[C:7](=[CH:8][CH:9]=1)[C:6](=[O:10])[CH2:5]2.[C:11]1([Mg]Br)[CH:16]=[CH:15][CH:14]=[CH:13][CH:12]=1. Given the product [Br:1][C:2]1[CH:3]=[C:4]2[C:7](=[CH:8][CH:9]=1)[C:6]([C:11]1[CH:16]=[CH:15][CH:14]=[CH:13][CH:12]=1)([OH:10])[CH2:5]2, predict the reactants needed to synthesize it.